From a dataset of Forward reaction prediction with 1.9M reactions from USPTO patents (1976-2016). Predict the product of the given reaction. The product is: [CH2:9]([N:16]1[CH2:20][C@H:3]([CH2:4][CH3:25])[C@H:2]([C:1]([O:6][CH3:7])=[O:5])[CH2:17]1)[C:10]1[CH:15]=[CH:14][CH:13]=[CH:12][CH:11]=1. Given the reactants [C:1]([O:6][CH2:7]C)(=[O:5])/[CH:2]=[CH:3]\[CH3:4].[CH2:9]([N:16]([CH2:20][Si](C)(C)C)[CH2:17]OC)[C:10]1[CH:15]=[CH:14][CH:13]=[CH:12][CH:11]=1.[C:25](O)(C(F)(F)F)=O, predict the reaction product.